Dataset: Merck oncology drug combination screen with 23,052 pairs across 39 cell lines. Task: Regression. Given two drug SMILES strings and cell line genomic features, predict the synergy score measuring deviation from expected non-interaction effect. (1) Drug 1: N#Cc1ccc(Cn2cncc2CN2CCN(c3cccc(Cl)c3)C(=O)C2)cc1. Drug 2: Cn1c(=O)n(-c2ccc(C(C)(C)C#N)cc2)c2c3cc(-c4cnc5ccccc5c4)ccc3ncc21. Cell line: VCAP. Synergy scores: synergy=36.2. (2) Drug 1: O=c1[nH]cc(F)c(=O)[nH]1. Drug 2: NC1(c2ccc(-c3nc4ccn5c(=O)[nH]nc5c4cc3-c3ccccc3)cc2)CCC1. Cell line: COLO320DM. Synergy scores: synergy=23.5. (3) Drug 2: CNC(=O)c1cc(Oc2ccc(NC(=O)Nc3ccc(Cl)c(C(F)(F)F)c3)cc2)ccn1. Synergy scores: synergy=8.28. Cell line: SKOV3. Drug 1: CCc1c2c(nc3ccc(O)cc13)-c1cc3c(c(=O)n1C2)COC(=O)C3(O)CC. (4) Drug 1: COC12C(COC(N)=O)C3=C(C(=O)C(C)=C(N)C3=O)N1CC1NC12. Drug 2: C=CCn1c(=O)c2cnc(Nc3ccc(N4CCN(C)CC4)cc3)nc2n1-c1cccc(C(C)(C)O)n1. Cell line: A427. Synergy scores: synergy=7.55. (5) Drug 1: CN1C(=O)C=CC2(C)C3CCC4(C)C(NC(=O)OCC(F)(F)F)CCC4C3CCC12. Drug 2: O=c1[nH]cc(F)c(=O)[nH]1. Cell line: MDAMB436. Synergy scores: synergy=6.28. (6) Drug 1: CN1C(=O)C=CC2(C)C3CCC4(C)C(NC(=O)OCC(F)(F)F)CCC4C3CCC12. Drug 2: CCN(CC)CCNC(=O)c1c(C)[nH]c(C=C2C(=O)Nc3ccc(F)cc32)c1C. Cell line: UACC62. Synergy scores: synergy=18.9. (7) Drug 1: O=c1[nH]cc(F)c(=O)[nH]1. Drug 2: Cc1nc(Nc2ncc(C(=O)Nc3c(C)cccc3Cl)s2)cc(N2CCN(CCO)CC2)n1. Cell line: A2780. Synergy scores: synergy=50.6. (8) Drug 1: CCC1=CC2CN(C1)Cc1c([nH]c3ccccc13)C(C(=O)OC)(c1cc3c(cc1OC)N(C)C1C(O)(C(=O)OC)C(OC(C)=O)C4(CC)C=CCN5CCC31C54)C2. Drug 2: Cn1cc(-c2cnn3c(N)c(Br)c(C4CCCNC4)nc23)cn1. Cell line: PA1. Synergy scores: synergy=-14.8. (9) Drug 1: CC1CC2C3CCC4=CC(=O)C=CC4(C)C3(F)C(O)CC2(C)C1(O)C(=O)CO. Drug 2: NC1(c2ccc(-c3nc4ccn5c(=O)[nH]nc5c4cc3-c3ccccc3)cc2)CCC1. Cell line: NCIH2122. Synergy scores: synergy=89.8.